Dataset: Full USPTO retrosynthesis dataset with 1.9M reactions from patents (1976-2016). Task: Predict the reactants needed to synthesize the given product. (1) Given the product [CH:1]1([C:4]2[NH:8][N:7]=[C:6]([NH:9][C:10]3[C:15]([NH2:16])=[CH:14][N:13]=[C:12]([NH:19][C@H:20]([C:22]4[CH:23]=[CH:24][C:25]([F:28])=[CH:26][CH:27]=4)[CH3:21])[CH:11]=3)[CH:5]=2)[CH2:3][CH2:2]1, predict the reactants needed to synthesize it. The reactants are: [CH:1]1([C:4]2[NH:8][N:7]=[C:6]([NH:9][C:10]3[C:15]([N+:16]([O-])=O)=[CH:14][N:13]=[C:12]([NH:19][C@H:20]([C:22]4[CH:27]=[CH:26][C:25]([F:28])=[CH:24][CH:23]=4)[CH3:21])[CH:11]=3)[CH:5]=2)[CH2:3][CH2:2]1.[Cl-].[NH4+].C([O-])(=O)C.[NH4+]. (2) Given the product [N:26]1([C:23]2[CH:24]=[CH:25][C:20]([CH2:19][N:16]3[CH:11]([C:4]4[C:5]([O:9][CH3:10])=[CH:6][CH:7]=[CH:8][C:3]=4[O:2][CH3:1])[CH2:12][CH2:13][CH2:14][C:15]3=[O:17])=[CH:21][CH:22]=2)[CH:27]=[CH:28][CH:29]=[CH:30]1, predict the reactants needed to synthesize it. The reactants are: [CH3:1][O:2][C:3]1[CH:8]=[CH:7][CH:6]=[C:5]([O:9][CH3:10])[C:4]=1[CH:11]1[NH:16][C:15](=[O:17])[CH2:14][CH2:13][CH2:12]1.Br[CH2:19][C:20]1[CH:25]=[CH:24][C:23]([N:26]2[CH:30]=[CH:29][CH:28]=[CH:27]2)=[CH:22][CH:21]=1. (3) The reactants are: Br[C:2]1[CH:7]=[C:6]([CH2:8][CH3:9])[CH:5]=[C:4]([Br:10])[CH:3]=1.[Cu](C#N)[C:12]#[N:13].N1C=CC=CC=1.N. Given the product [Br:10][C:4]1[CH:3]=[C:2]([CH:7]=[C:6]([CH2:8][CH3:9])[CH:5]=1)[C:12]#[N:13], predict the reactants needed to synthesize it. (4) Given the product [NH2:10][CH2:1][C:2]1[O:3][C:4]([CH2:7][NH2:8])=[CH:5][CH:6]=1, predict the reactants needed to synthesize it. The reactants are: [CH:1](=[N:10]O)[C:2]1[O:3][C:4]([CH:7]=[N:8]O)=[CH:5][CH:6]=1.[H][H]. (5) Given the product [Br:1][C:2]1[CH:18]=[C:6]([C:7]2[N:9]3[C:10]([CH2:11][CH2:12][CH2:13][CH2:14]3)=[C:15]([C:22]#[N:23])[CH:25]=2)[CH:5]=[N:4][CH:3]=1, predict the reactants needed to synthesize it. The reactants are: [Br:1][C:2]1[CH:3]=[N:4][CH:5]=[C:6]([CH:18]=1)[C:7]([N:9]1[CH2:14][CH2:13][CH2:12][CH2:11][CH:10]1[C:15]([O-])=O)=O.[Na+].ClC(=C)[C:22]#[N:23].[CH3:25]C1C=CC=CC=1. (6) Given the product [Cl:31][C:25]1[CH:26]=[C:27]([F:30])[CH:28]=[CH:29][C:24]=1[C:23]([NH:22][C:18]1[CH:19]=[CH:20][CH:21]=[C:16]([O:15][C@H:12]2[CH2:13][CH2:14][NH:9][C@@H:10]([CH3:33])[CH2:11]2)[N:17]=1)=[O:32], predict the reactants needed to synthesize it. The reactants are: Cl.C(OC([N:9]1[CH2:14][CH2:13][C@H:12]([O:15][C:16]2[CH:21]=[CH:20][CH:19]=[C:18]([NH:22][C:23](=[O:32])[C:24]3[CH:29]=[CH:28][C:27]([F:30])=[CH:26][C:25]=3[Cl:31])[N:17]=2)[CH2:11][C@@H:10]1[CH3:33])=O)(C)(C)C.